This data is from Forward reaction prediction with 1.9M reactions from USPTO patents (1976-2016). The task is: Predict the product of the given reaction. Given the reactants Cl.[NH2:2][OH:3].[OH-:4].[K+].N[OH:7].C[O:9][C:10]([C@H:12]1[C@H:17]([CH3:18])[O:16][C@@H:15]([CH2:19][N:20]([CH2:22][CH3:23])[CH3:21])[CH2:14][N:13]1[S:24][C:25]1[CH:30]=[CH:29][C:28]([O:31][CH2:32][C:33]2[CH:38]=[CH:37][CH:36]=[C:35]([Cl:39])[CH:34]=2)=[CH:27][CH:26]=1)=O, predict the reaction product. The product is: [OH:3][NH:2][C:10]([C@H:12]1[C@H:17]([CH3:18])[O:16][C@@H:15]([CH2:19][N:20]([CH2:22][CH3:23])[CH3:21])[CH2:14][N:13]1[S:24]([C:25]1[CH:26]=[CH:27][C:28]([O:31][CH2:32][C:33]2[CH:38]=[CH:37][CH:36]=[C:35]([Cl:39])[CH:34]=2)=[CH:29][CH:30]=1)(=[O:7])=[O:4])=[O:9].